This data is from Forward reaction prediction with 1.9M reactions from USPTO patents (1976-2016). The task is: Predict the product of the given reaction. (1) Given the reactants [CH2:1]([N:8]([C:10]1([C:13]2[CH:18]=[CH:17][C:16]([C:19]#[CH:20])=[CH:15][CH:14]=2)[CH2:12][CH2:11]1)[CH3:9])[C:2]1[CH:7]=[CH:6][CH:5]=[CH:4][CH:3]=1.[CH2:21]([O:23][C:24](=[O:32])[C:25]1[CH:30]=[CH:29][C:28](I)=[CH:27][CH:26]=1)[CH3:22], predict the reaction product. The product is: [CH2:21]([O:23][C:24](=[O:32])[C:25]1[CH:30]=[CH:29][C:28]([C:20]#[C:19][C:16]2[CH:15]=[CH:14][C:13]([C:10]3([N:8]([CH2:1][C:2]4[CH:3]=[CH:4][CH:5]=[CH:6][CH:7]=4)[CH3:9])[CH2:12][CH2:11]3)=[CH:18][CH:17]=2)=[CH:27][CH:26]=1)[CH3:22]. (2) Given the reactants Cl[C:2]1[CH:3]=[CH:4][C:5]2[CH:6]([CH3:21])[N:7]([CH3:20])[CH2:8][C@@H:9]([C:13]3[CH:18]=[CH:17][C:16]([F:19])=[CH:15][N:14]=3)[O:10][C:11]=2[N:12]=1.[CH3:22][O:23][C:24]1[N:29]=[C:28]([NH2:30])[CH:27]=[CH:26][C:25]=1[C:31]1[CH:32]=[N:33][N:34]([CH3:36])[CH:35]=1.C(=O)([O-])[O-].[Cs+].[Cs+].CC1(C)C2C(=C(P(C3C=CC=CC=3)C3C=CC=CC=3)C=CC=2)OC2C(P(C3C=CC=CC=3)C3C=CC=CC=3)=CC=CC1=2, predict the reaction product. The product is: [F:19][C:16]1[CH:17]=[CH:18][C:13]([C@@H:9]2[CH2:8][N:7]([CH3:20])[CH:6]([CH3:21])[C:5]3[CH:4]=[CH:3][C:2]([NH:30][C:28]4[CH:27]=[CH:26][C:25]([C:31]5[CH:32]=[N:33][N:34]([CH3:36])[CH:35]=5)=[C:24]([O:23][CH3:22])[N:29]=4)=[N:12][C:11]=3[O:10]2)=[N:14][CH:15]=1. (3) Given the reactants C1(S([N:10]2[C:14]3=[N:15][CH:16]=[C:17]([CH2:19]Cl)[CH:18]=[C:13]3[CH:12]=[CH:11]2)(=O)=O)C=CC=CC=1.[CH3:21][O-:22].[Na+], predict the reaction product. The product is: [CH3:21][O:22][CH2:19][C:17]1[CH:18]=[C:13]2[CH:12]=[CH:11][NH:10][C:14]2=[N:15][CH:16]=1. (4) Given the reactants C(OC([N:8]1[CH2:12][C@@H:11]([C:13]2[CH:18]=[CH:17][CH:16]=[CH:15][CH:14]=2)[C@@H:10]([CH2:19][N:20]([C:22](=O)[C:23]2[CH:28]=[C:27]([C:29]([F:32])([F:31])[F:30])[CH:26]=[C:25]([C:33]([F:36])([F:35])[F:34])[CH:24]=2)[CH3:21])[CH2:9]1)=O)(C)(C)C.C1COCC1.B.[ClH:44], predict the reaction product. The product is: [ClH:44].[ClH:44].[F:31][C:29]([F:30])([F:32])[C:27]1[CH:28]=[C:23]([CH:24]=[C:25]([C:33]([F:36])([F:35])[F:34])[CH:26]=1)[CH2:22][N:20]([CH3:21])[CH2:19][C@@H:10]1[C@H:11]([C:13]2[CH:18]=[CH:17][CH:16]=[CH:15][CH:14]=2)[CH2:12][NH:8][CH2:9]1. (5) Given the reactants [Br:1][C:2]1[CH:3]=[C:4]2[C:10]([C:11]3[CH:16]=[CH:15][CH:14]=[CH:13][C:12]=3[O:17][CH3:18])=[N:9][NH:8][C:5]2=[N:6][CH:7]=1.[H-].[Na+].Cl[CH2:22][O:23][C:24](=[O:29])[C:25]([CH3:28])([CH3:27])[CH3:26], predict the reaction product. The product is: [Br:1][C:2]1[CH:3]=[C:4]2[C:10]([C:11]3[CH:16]=[CH:15][CH:14]=[CH:13][C:12]=3[O:17][CH3:18])=[N:9][N:8]([CH2:22][O:23][C:24](=[O:29])[C:25]([CH3:28])([CH3:27])[CH3:26])[C:5]2=[N:6][CH:7]=1.